This data is from Forward reaction prediction with 1.9M reactions from USPTO patents (1976-2016). The task is: Predict the product of the given reaction. (1) Given the reactants [CH3:1][C:2]1[CH:7]=[CH:6][N:5]=[C:4]([NH:8][CH2:9][C:10](OC)=[O:11])[C:3]=1[N+:14]([O-])=O, predict the reaction product. The product is: [CH3:1][C:2]1[C:3]2[NH:14][C:10](=[O:11])[CH2:9][NH:8][C:4]=2[N:5]=[CH:6][CH:7]=1. (2) Given the reactants Cl[Sn]Cl.O.[Br:5][C:6]1[C:7]([CH2:15][N:16]2[C:20]([CH3:21])=[C:19]([N+:22]([O-])=O)[C:18]([C:25]([NH2:27])=[O:26])=[N:17]2)=[CH:8][C:9]2[O:13][CH2:12][O:11][C:10]=2[CH:14]=1, predict the reaction product. The product is: [NH2:22][C:19]1[C:18]([C:25]([NH2:27])=[O:26])=[N:17][N:16]([CH2:15][C:7]2[C:6]([Br:5])=[CH:14][C:10]3[O:11][CH2:12][O:13][C:9]=3[CH:8]=2)[C:20]=1[CH3:21]. (3) The product is: [CH2:9]([C:11]1([OH:16])[CH2:15][CH2:14][CH2:13][CH2:12]1)[C:8]#[CH:7]. Given the reactants [Mg].C(OCC)C.[CH2:7](Br)[C:8]#[CH:9].[C:11]1(=[O:16])[CH2:15][CH2:14][CH2:13][CH2:12]1, predict the reaction product. (4) The product is: [Cl:8][C:4]1[CH:5]=[CH:6][CH:7]=[C:2]([Cl:1])[C:3]=1[C:9]1[C:13]([CH2:14][O:15][C:16]2[CH:17]=[C:18]3[C:23](=[CH:24][CH:25]=2)[C:22]([NH:26][C:27]2[CH:28]=[C:29]([CH:35]=[CH:36][CH:37]=2)[C:30]([OH:32])=[O:31])=[CH:21][CH:20]=[CH:19]3)=[C:12]([CH:38]([CH3:40])[CH3:39])[O:11][N:10]=1. Given the reactants [Cl:1][C:2]1[CH:7]=[CH:6][CH:5]=[C:4]([Cl:8])[C:3]=1[C:9]1[C:13]([CH2:14][O:15][C:16]2[CH:17]=[C:18]3[C:23](=[CH:24][CH:25]=2)[C:22]([NH:26][C:27]2[CH:28]=[C:29]([CH:35]=[CH:36][CH:37]=2)[C:30]([O:32]CC)=[O:31])=[CH:21][CH:20]=[CH:19]3)=[C:12]([CH:38]([CH3:40])[CH3:39])[O:11][N:10]=1.[OH-].[Li+], predict the reaction product. (5) Given the reactants C(OC([NH:8][C:9]1[CH:14]=[CH:13][C:12]([N:15]2[C:24](=[O:25])[C:23]3[C:18](=[CH:19][CH:20]=[CH:21][CH:22]=3)[NH:17][C:16]2=[O:26])=[CH:11][CH:10]=1)=O)(C)(C)C.[C:27]([OH:33])([C:29]([F:32])([F:31])[F:30])=[O:28], predict the reaction product. The product is: [F:30][C:29]([F:32])([F:31])[C:27]([OH:33])=[O:28].[NH2:8][C:9]1[CH:14]=[CH:13][C:12]([N:15]2[C:24](=[O:25])[C:23]3[C:18](=[CH:19][CH:20]=[CH:21][CH:22]=3)[NH:17][C:16]2=[O:26])=[CH:11][CH:10]=1.